Dataset: Peptide-MHC class I binding affinity with 185,985 pairs from IEDB/IMGT. Task: Regression. Given a peptide amino acid sequence and an MHC pseudo amino acid sequence, predict their binding affinity value. This is MHC class I binding data. The peptide sequence is SESSDSGSGF. The MHC is Mamu-B3901 with pseudo-sequence Mamu-B3901. The binding affinity (normalized) is 0.960.